From a dataset of Forward reaction prediction with 1.9M reactions from USPTO patents (1976-2016). Predict the product of the given reaction. (1) Given the reactants [N+:1]([C:4]1[C:9]2[NH:10][C:11](=S)[O:12][C:8]=2[CH:7]=[CH:6][CH:5]=1)([O-:3])=[O:2].[N:14]1([C:20]([O:22][CH2:23][C:24]2[CH:29]=[CH:28][CH:27]=[CH:26][CH:25]=2)=[O:21])[CH2:19][CH2:18][NH:17][CH2:16][CH2:15]1, predict the reaction product. The product is: [CH2:23]([O:22][C:20]([N:14]1[CH2:19][CH2:18][N:17]([C:11]2[O:12][C:8]3[CH:7]=[CH:6][CH:5]=[C:4]([N+:1]([O-:3])=[O:2])[C:9]=3[N:10]=2)[CH2:16][CH2:15]1)=[O:21])[C:24]1[CH:29]=[CH:28][CH:27]=[CH:26][CH:25]=1. (2) Given the reactants [CH2:1]([O:7][C:8](=[O:21])[C:9]([CH2:11][C:12]([O:14]CCCCCC)=O)=[CH2:10])[CH2:2][CH2:3][CH2:4][CH2:5][CH3:6].[CH2:22]([CH:24]([CH2:27][CH2:28][CH2:29][CH3:30])[CH2:25][NH2:26])[CH3:23], predict the reaction product. The product is: [CH2:1]([O:7][C:8]([CH:9]1[CH2:11][C:12](=[O:14])[N:26]([CH2:25][CH:24]([CH2:22][CH3:23])[CH2:27][CH2:28][CH2:29][CH3:30])[CH2:10]1)=[O:21])[CH2:2][CH2:3][CH2:4][CH2:5][CH3:6]. (3) The product is: [F:24][C:25]1[CH:32]=[CH:31][C:28]([CH2:29][NH:23][CH:20]2[CH2:21][CH2:22][N:17]([C:10]3[C:11]4[C:16](=[CH:15][CH:14]=[CH:13][CH:12]=4)[C:7]([C:6]4[N:2]([CH3:1])[N:3]=[CH:4][CH:5]=4)=[N:8][N:9]=3)[CH2:18][CH2:19]2)=[C:27]([C:33]([F:34])([F:35])[F:36])[CH:26]=1. Given the reactants [CH3:1][N:2]1[C:6]([C:7]2[C:16]3[C:11](=[CH:12][CH:13]=[CH:14][CH:15]=3)[C:10]([N:17]3[CH2:22][CH2:21][CH:20]([NH2:23])[CH2:19][CH2:18]3)=[N:9][N:8]=2)=[CH:5][CH:4]=[N:3]1.[F:24][C:25]1[CH:32]=[CH:31][C:28]([CH:29]=O)=[C:27]([C:33]([F:36])([F:35])[F:34])[CH:26]=1, predict the reaction product. (4) Given the reactants [Cl:1][C:2]1[C:3]([F:14])=[C:4]([CH:11]=[CH:12][CH:13]=1)[C:5](N(OC)C)=[O:6].Br[Mg][C:17]1[CH:22]=[CH:21][C:20]([O:23][CH3:24])=[C:19]([Cl:25])[CH:18]=1, predict the reaction product. The product is: [Cl:1][C:2]1[C:3]([F:14])=[C:4]([C:5]([C:17]2[CH:22]=[CH:21][C:20]([O:23][CH3:24])=[C:19]([Cl:25])[CH:18]=2)=[O:6])[CH:11]=[CH:12][CH:13]=1. (5) The product is: [CH:1]([C:4]1[CH:9]=[CH:8][CH:7]=[C:6]([CH:10]([CH3:12])[CH3:11])[C:5]=1[C:13]1[N:17]2[C:18]3[CH:19]=[CH:20][CH:21]=[CH:22][C:23]=3[C:24]3[CH:25]=[CH:26][C:27]([O:30][C:32]4[CH:44]=[CH:43][C:42]5[C:41]6[C:36](=[CH:37][CH:38]=[CH:39][CH:40]=6)[N:35]([C:45]6[CH:50]=[CH:49][CH:48]=[CH:47][N:46]=6)[C:34]=5[CH:33]=4)=[CH:28][C:29]=3[C:16]2=[N:15][CH:14]=1)([CH3:2])[CH3:3]. Given the reactants [CH:1]([C:4]1[CH:9]=[CH:8][CH:7]=[C:6]([CH:10]([CH3:12])[CH3:11])[C:5]=1[C:13]1[N:17]2[C:18]3[CH:19]=[CH:20][CH:21]=[CH:22][C:23]=3[C:24]3[CH:25]=[CH:26][C:27]([OH:30])=[CH:28][C:29]=3[C:16]2=[N:15][CH:14]=1)([CH3:3])[CH3:2].Br[C:32]1[CH:44]=[CH:43][C:42]2[C:41]3[C:36](=[CH:37][CH:38]=[CH:39][CH:40]=3)[N:35]([C:45]3[CH:50]=[CH:49][CH:48]=[CH:47][N:46]=3)[C:34]=2[CH:33]=1.N1C=CC=CC=1C(O)=O.P([O-])([O-])([O-])=O.[K+].[K+].[K+], predict the reaction product. (6) Given the reactants [CH:1]1([NH2:4])[CH2:3][CH2:2]1.Cl[CH2:6][C:7]1[O:8][C:9]([CH3:12])=[N:10][N:11]=1, predict the reaction product. The product is: [CH:1]1([NH:4][CH2:6][C:7]2[O:8][C:9]([CH3:12])=[N:10][N:11]=2)[CH2:3][CH2:2]1.